From a dataset of Retrosynthesis with 50K atom-mapped reactions and 10 reaction types from USPTO. Predict the reactants needed to synthesize the given product. Given the product O=[N+]([O-])c1cc(S(=O)(=O)NC(c2ccccc2)c2ccccc2)ccc1Cl, predict the reactants needed to synthesize it. The reactants are: NC(c1ccccc1)c1ccccc1.O=[N+]([O-])c1cc(S(=O)(=O)Cl)ccc1Cl.